From a dataset of Forward reaction prediction with 1.9M reactions from USPTO patents (1976-2016). Predict the product of the given reaction. (1) The product is: [CH:1]1([C:4]2[N:13]=[C:12]([N:14]3[CH2:19][CH2:18][N:17]([C:20]4[CH:25]=[CH:24][C:23]([N:40]([CH3:41])[CH3:37])=[CH:22][C:21]=4[O:27][CH3:28])[CH2:16][CH2:15]3)[C:11]3[C:6](=[CH:7][C:8]([O:31][CH3:32])=[C:9]([O:29][CH3:30])[CH:10]=3)[N:5]=2)[CH2:3][CH2:2]1. Given the reactants [CH:1]1([C:4]2[N:13]=[C:12]([N:14]3[CH2:19][CH2:18][N:17]([C:20]4[CH:25]=[CH:24][C:23](F)=[CH:22][C:21]=4[O:27][CH3:28])[CH2:16][CH2:15]3)[C:11]3[C:6](=[CH:7][C:8]([O:31][CH3:32])=[C:9]([O:29][CH3:30])[CH:10]=3)[N:5]=2)[CH2:3][CH2:2]1.FC1C=C[C:37]([N:40]2CCNC[CH2:41]2)=C(OC)C=1.COC1C=C(N(C)C)C=CC=1N1CCNCC1, predict the reaction product. (2) Given the reactants [NH2:1][CH2:2][CH2:3][CH2:4][C@H:5]([NH:9][C:10]([O:12][CH2:13][C:14]1[CH:19]=[CH:18][CH:17]=[CH:16][CH:15]=1)=[O:11])[C:6]([OH:8])=[O:7].O.O=[C:22]1[CH2:27][CH2:26][N:25]([C:28]([O:30][C:31]([CH3:34])([CH3:33])[CH3:32])=[O:29])[CH2:24][CH2:23]1.[BH3-]C#N.[Na+], predict the reaction product. The product is: [CH2:13]([O:12][C:10]([NH:9][C@@H:5]([CH2:4][CH2:3][CH2:2][NH:1][CH:22]1[CH2:27][CH2:26][N:25]([C:28]([O:30][C:31]([CH3:34])([CH3:33])[CH3:32])=[O:29])[CH2:24][CH2:23]1)[C:6]([OH:8])=[O:7])=[O:11])[C:14]1[CH:15]=[CH:16][CH:17]=[CH:18][CH:19]=1. (3) Given the reactants [Cl:1][C:2]1[CH:21]=[CH:20][C:5]([O:6][C@H:7]2[C@H:11]([OH:12])[CH2:10][N:9]([C:13]([O:15][C:16]([CH3:19])([CH3:18])[CH3:17])=[O:14])[CH2:8]2)=[CH:4][C:3]=1[F:22].I(C1C=CC=CC=1C(O)=O)(=O)=O, predict the reaction product. The product is: [Cl:1][C:2]1[CH:21]=[CH:20][C:5]([O:6][CH:7]2[C:11](=[O:12])[CH2:10][N:9]([C:13]([O:15][C:16]([CH3:18])([CH3:19])[CH3:17])=[O:14])[CH2:8]2)=[CH:4][C:3]=1[F:22]. (4) The product is: [C:24]([O:23][C:17]([N:8]1[CH2:9][C:10](=[O:16])[NH:11][C@@H:12]([CH2:14][OH:15])[CH2:13]1)=[O:28])([CH3:25])([CH3:26])[CH3:27]. Given the reactants C([N:8]1[CH2:13][CH:12]([CH2:14][OH:15])[NH:11][C:10](=[O:16])[CH2:9]1)C1C=CC=CC=1.[C:17](=[O:28])([O:23][C:24]([CH3:27])([CH3:26])[CH3:25])OC(C)(C)C.[H][H], predict the reaction product.